This data is from Forward reaction prediction with 1.9M reactions from USPTO patents (1976-2016). The task is: Predict the product of the given reaction. (1) Given the reactants [C:1]([C:3]1[CH:4]=[C:5]([C:9]2[CH:10]=[C:11]([CH:16]=[C:17]([CH2:19][N:20]=[N+]=[N-])[CH:18]=2)[C:12]([O:14][CH3:15])=[O:13])[CH:6]=[CH:7][CH:8]=1)#[N:2].[H][H], predict the reaction product. The product is: [C:1]([C:3]1[CH:4]=[C:5]([C:9]2[CH:10]=[C:11]([CH:16]=[C:17]([CH2:19][NH2:20])[CH:18]=2)[C:12]([O:14][CH3:15])=[O:13])[CH:6]=[CH:7][CH:8]=1)#[N:2]. (2) The product is: [N:24]1([CH2:23][CH2:22][O:21][C:20]2[CH:19]=[C:18]([C:33]3[CH:34]=[C:35]4[C:41]([NH:42][C:43]([C:45]5[CH:46]=[N:47][N:48]([CH2:50][C:51]6[CH:52]=[CH:53][CH:54]=[CH:55][CH:56]=6)[CH:49]=5)=[O:44])=[CH:40][N:39]([S:57]([C:60]5[CH:65]=[CH:64][C:63]([CH3:66])=[CH:62][CH:61]=5)(=[O:59])=[O:58])[C:36]4=[N:37][CH:38]=3)[CH:31]=[CH:30][CH:29]=2)[CH2:28][CH2:27][CH2:26][CH2:25]1. Given the reactants CC1(C)C(C)(C)OB(C2C=C(O)C=CC=2)O1.Br[C:18]1[CH:19]=[C:20]([CH:29]=[CH:30][CH:31]=1)[O:21][CH2:22][CH2:23][N:24]1[CH2:28][CH2:27][CH2:26][CH2:25]1.Br[C:33]1[CH:34]=[C:35]2[C:41]([NH:42][C:43]([C:45]3[CH:46]=[N:47][N:48]([CH2:50][C:51]4[CH:56]=[CH:55][CH:54]=[CH:53][CH:52]=4)[CH:49]=3)=[O:44])=[CH:40][N:39]([S:57]([C:60]3[CH:65]=[CH:64][C:63]([CH3:66])=[CH:62][CH:61]=3)(=[O:59])=[O:58])[C:36]2=[N:37][CH:38]=1, predict the reaction product. (3) The product is: [CH3:16][O:15][C:7]1[CH:8]=[C:9]([NH2:12])[CH:10]=[CH:11][C:6]=1[O:5][Si:4]([CH:17]([CH3:19])[CH3:18])([CH:20]([CH3:22])[CH3:21])[CH:1]([CH3:3])[CH3:2]. Given the reactants [CH:1]([Si:4]([CH:20]([CH3:22])[CH3:21])([CH:17]([CH3:19])[CH3:18])[O:5][C:6]1[CH:11]=[CH:10][C:9]([N+:12]([O-])=O)=[CH:8][C:7]=1[O:15][CH3:16])([CH3:3])[CH3:2].[H][H], predict the reaction product. (4) Given the reactants I[C:2]1[CH:3]=[CH:4][C:5]([O:18][CH:19]([CH3:21])[CH3:20])=[C:6]([C:8]2[O:9][C:10]3[CH:16]=[CH:15][C:14]([CH3:17])=[CH:13][C:11]=3[N:12]=2)[CH:7]=1.[F:22][C:23]([F:34])([F:33])[C:24]1[CH:32]=[CH:31][CH:30]=[CH:29][C:25]=1[C:26]([NH2:28])=[O:27], predict the reaction product. The product is: [CH:19]([O:18][C:5]1[CH:4]=[CH:3][C:2]([NH:28][C:26](=[O:27])[C:25]2[CH:29]=[CH:30][CH:31]=[CH:32][C:24]=2[C:23]([F:33])([F:34])[F:22])=[CH:7][C:6]=1[C:8]1[O:9][C:10]2[CH:16]=[CH:15][C:14]([CH3:17])=[CH:13][C:11]=2[N:12]=1)([CH3:21])[CH3:20]. (5) Given the reactants CC1C(C)=CC=CC=1OC.C(Cl)(=O)C.[Al+3].[Cl-].[Cl-].[Cl-].C(C1C=CC=CC=1)(=O)C.[CH3:28][O:29][C:30]1[CH:35]=[CH:34][C:33]([C:36](=O)[CH3:37])=[C:32]([CH3:39])[C:31]=1[CH3:40].[C:41]([O:45][C:46]([N:48]1[CH2:53][C@@H:52]2[CH2:54][C@H:49]1[CH2:50][NH:51]2)=[O:47])([CH3:44])([CH3:43])[CH3:42].[BH4-].[Na+], predict the reaction product. The product is: [C:41]([O:45][C:46]([N:48]1[CH2:53][C@@H:52]2[CH2:54][C@H:49]1[CH2:50][N:51]2[CH:36]([C:33]1[CH:34]=[CH:35][C:30]([O:29][CH3:28])=[C:31]([CH3:40])[C:32]=1[CH3:39])[CH3:37])=[O:47])([CH3:44])([CH3:42])[CH3:43]. (6) Given the reactants C1(OC2C=CC=CC=2)C=CC=CC=1.[Cl:14][C:15]1[CH:16]=[C:17]([NH:23][CH:24]=[C:25]([C:31]([O:33]CC)=O)[C:26]([O:28][CH2:29][CH3:30])=[O:27])[CH:18]=[CH:19][C:20]=1[O:21][CH3:22], predict the reaction product. The product is: [Cl:14][C:15]1[CH:16]=[C:17]2[C:18]([C:31]([OH:33])=[C:25]([C:26]([O:28][CH2:29][CH3:30])=[O:27])[CH:24]=[N:23]2)=[CH:19][C:20]=1[O:21][CH3:22]. (7) Given the reactants C1N=C(N)C2N=CN([C@@H]3O[C@H](C[O:16][P:17]([O:20]P(OC[C@H]4O[C@@H](N5C=C(C(N)=O)CC=C5)[C@H](O)[C@@H]4O)(O)=O)([OH:19])=[O:18])[C@@H](O)[C@H]3[O:16][P:17]([OH:20])([OH:19])=[O:18])C=2N=1.C(OP(O)(O)=O)[C@H]1O[C@@H](O)[C@H](O)[C@@H](O)[C@@H]1O.[CH3:65][C:66]([C@:68]1([OH:88])[C@@:72]2([CH3:87])[CH2:73][CH2:74][C@@H:75]3[C@@:80]4([CH3:86])[CH2:81][CH2:82][C@H:83]([OH:85])[CH2:84][C:79]4=[CH:78][CH2:77][C@H:76]3[C@@H:71]2[CH2:70][CH2:69]1)=[O:67], predict the reaction product. The product is: [P:17]([O-:20])([O-:19])([O-:18])=[O:16].[CH3:65][C:66]([C@:68]1([OH:88])[C@@:72]2([CH3:87])[CH2:73][CH2:74][C@@H:75]3[C@@:80]4([CH3:86])[CH2:81][CH2:82][C@H:83]([OH:85])[CH2:84][C:79]4=[CH:78][CH2:77][C@H:76]3[C@@H:71]2[CH2:70][CH2:69]1)=[O:67].